This data is from Reaction yield outcomes from USPTO patents with 853,638 reactions. The task is: Predict the reaction yield, written as a fraction of the theoretical maximum amount of product (1.0 means a 100% yield; for example, 0.34 means a 34% yield). The reactants are Cl[C:2]1[N:7]=[CH:6][N:5]=[C:4]([C:8]2[C:16]3[C:11](=[N:12][CH:13]=[CH:14][CH:15]=3)[N:10](S(C3C=CC(C)=CC=3)(=O)=O)[CH:9]=2)[CH:3]=1.[C:27]([N:30]1[CH2:36][CH2:35][CH2:34][NH:33][CH2:32][CH2:31]1)(=[O:29])[CH3:28].C(=O)([O-])[O-].[K+].[K+].[OH-].[Na+]. The catalyst is CN(C=O)C.CO. The product is [NH:10]1[C:11]2=[N:12][CH:13]=[CH:14][CH:15]=[C:16]2[C:8]([C:4]2[N:5]=[CH:6][N:7]=[C:2]([N:33]3[CH2:34][CH2:35][CH2:36][N:30]([C:27](=[O:29])[CH3:28])[CH2:31][CH2:32]3)[CH:3]=2)=[CH:9]1. The yield is 0.730.